This data is from Full USPTO retrosynthesis dataset with 1.9M reactions from patents (1976-2016). The task is: Predict the reactants needed to synthesize the given product. (1) Given the product [Cl:1][C:2]1[CH:3]=[C:4]([N:9]2[C:13]3[C:14](=[O:25])[N:15]([C:18]4[CH:23]=[CH:22][C:21]([N:35]5[CH2:34][CH2:33][CH2:32][CH2:31][C:30]5=[O:36])=[CH:20][CH:19]=4)[CH2:16][CH2:17][C:12]=3[C:11]([C:26]([F:29])([F:28])[F:27])=[N:10]2)[CH:5]=[CH:6][C:7]=1[F:8], predict the reactants needed to synthesize it. The reactants are: [Cl:1][C:2]1[CH:3]=[C:4]([N:9]2[C:13]3[C:14](=[O:25])[N:15]([C:18]4[CH:23]=[CH:22][C:21](I)=[CH:20][CH:19]=4)[CH2:16][CH2:17][C:12]=3[C:11]([C:26]([F:29])([F:28])[F:27])=[N:10]2)[CH:5]=[CH:6][C:7]=1[F:8].[C:30]1(=[O:36])[NH:35][CH2:34][CH2:33][CH2:32][CH2:31]1.NC1CCCCC1N.[O-]P([O-])([O-])=O.[K+].[K+].[K+]. (2) The reactants are: [Br:1][C:2]1[C:3]([C:13]#[C:14][Si](C)(C)C)=[C:4]([CH:6]=[C:7]([C:9]([F:12])([F:11])[F:10])[CH:8]=1)[NH2:5].C(=O)([O-])[O-].[K+].[K+].[Cl-].[NH4+]. Given the product [Br:1][C:2]1[C:3]([C:13]#[CH:14])=[C:4]([CH:6]=[C:7]([C:9]([F:10])([F:11])[F:12])[CH:8]=1)[NH2:5], predict the reactants needed to synthesize it. (3) Given the product [Cl:1][C:2]1[N:11]=[C:10]([C:19]([O:21][CH2:22][CH3:23])=[CH2:20])[C:9]2[C:4](=[C:5]([F:13])[CH:6]=[CH:7][CH:8]=2)[N:3]=1, predict the reactants needed to synthesize it. The reactants are: [Cl:1][C:2]1[N:11]=[C:10](Cl)[C:9]2[C:4](=[C:5]([F:13])[CH:6]=[CH:7][CH:8]=2)[N:3]=1.C([Sn](CCCC)(CCCC)[C:19]([O:21][CH2:22][CH3:23])=[CH2:20])CCC.